From a dataset of Forward reaction prediction with 1.9M reactions from USPTO patents (1976-2016). Predict the product of the given reaction. Given the reactants [H-].[Na+].[CH3:3]I.[C:5]12([C:15](=[O:28])[CH2:16][NH:17][C:18]3[CH:19]=[CH:20][C:21]4[S:25][C:24]([CH3:26])=[N:23][C:22]=4[CH:27]=3)[CH2:14][CH:9]3[CH2:10][CH:11]([CH2:13][CH:7]([CH2:8]3)[CH2:6]1)[CH2:12]2, predict the reaction product. The product is: [C:5]12([C:15](=[O:28])[CH:16]([NH:17][C:18]3[CH:19]=[CH:20][C:21]4[S:25][C:24]([CH3:26])=[N:23][C:22]=4[CH:27]=3)[CH3:3])[CH2:14][CH:9]3[CH2:8][CH:7]([CH2:13][CH:11]([CH2:10]3)[CH2:12]1)[CH2:6]2.